Dataset: Reaction yield outcomes from USPTO patents with 853,638 reactions. Task: Predict the reaction yield, written as a fraction of the theoretical maximum amount of product (1.0 means a 100% yield; for example, 0.34 means a 34% yield). (1) The product is [CH2:77]([O:79][C:80](=[O:96])[CH:81]([O:83][P:84]([CH2:93][CH2:94][NH:95][C:47](=[O:48])[C:21]1[CH:20]=[CH:19][C:18]([N:17]([CH2:16][C:10]2[N:11]=[C:12]3[C:7](=[N:8][CH:9]=2)[N:6]=[C:5]([NH2:4])[N:14]=[C:13]3[NH2:15])[CH3:27])=[CH:26][CH:25]=1)([O:86][C:87]1[CH:92]=[CH:91][CH:90]=[CH:89][CH:88]=1)=[O:85])[CH3:82])[CH3:78]. The catalyst is CN(C=O)C. The reactants are O.O.Cl.[NH2:4][C:5]1[N:14]=[C:13]([NH2:15])[C:12]2[C:7](=[N:8][CH:9]=[C:10]([CH2:16][N:17]([CH3:27])[C:18]3[CH:26]=[CH:25][C:21](C(O)=O)=[CH:20][CH:19]=3)[N:11]=2)[N:6]=1.NC1N=C(N)C2C(=NC=C(CN(C3C=CC([C:47](O)=[O:48])=CC=3)C)N=2)N=1.O.O.C(P(=O)(OCC)OCC)#N.CCN(C(C)C)C(C)C.C(O)(=O)C.[CH2:77]([O:79][C:80](=[O:96])[C@@H:81]([O:83][P:84]([CH2:93][CH2:94][NH2:95])([O:86][C:87]1[CH:92]=[CH:91][CH:90]=[CH:89][CH:88]=1)=[O:85])[CH3:82])[CH3:78]. The yield is 0.650. (2) The reactants are O.[NH2:2]N.C[N:5](C)[CH:6]=[N:7][C:8]([C:10]1[C:15]([O:16][C:17]2[CH:22]=[CH:21][CH:20]=[CH:19][CH:18]=2)=[CH:14][C:13](=[O:23])[N:12]([C:24]2[CH:29]=[CH:28][CH:27]=[CH:26][CH:25]=2)[CH:11]=1)=O. The catalyst is C(O)(=O)C. The product is [O:16]([C:15]1[C:10]([C:8]2[N:7]=[CH:6][NH:5][N:2]=2)=[CH:11][N:12]([C:24]2[CH:25]=[CH:26][CH:27]=[CH:28][CH:29]=2)[C:13](=[O:23])[CH:14]=1)[C:17]1[CH:22]=[CH:21][CH:20]=[CH:19][CH:18]=1. The yield is 0.430.